Dataset: Forward reaction prediction with 1.9M reactions from USPTO patents (1976-2016). Task: Predict the product of the given reaction. (1) Given the reactants [Br:1][C:2]1[CH:3]=[C:4]([CH:8]([C:16]2[CH:21]=[CH:20][CH:19]=[CH:18][C:17]=2[CH3:22])[CH2:9][C:10](N(OC)C)=[O:11])[CH:5]=[CH:6][CH:7]=1.Br[C:24]1[CH:25]=[N:26][CH:27]=[C:28]([Br:30])[CH:29]=1.C([Mg]Br)(C)C, predict the reaction product. The product is: [Br:1][C:2]1[CH:3]=[C:4]([CH:8]([C:16]2[CH:21]=[CH:20][CH:19]=[CH:18][C:17]=2[CH3:22])[CH2:9][C:10]([C:24]2[CH:25]=[N:26][CH:27]=[C:28]([Br:30])[CH:29]=2)=[O:11])[CH:5]=[CH:6][CH:7]=1. (2) Given the reactants [NH2:1][C:2]1[CH:7]=[CH:6][C:5]([O:8][CH3:9])=[CH:4][C:3]=1[C:10]([OH:15])([CH2:13][CH3:14])[CH2:11][CH3:12].[C:16]([O:20][C:21](=[O:29])[NH:22][C:23]([CH3:28])([CH3:27])[CH2:24][CH:25]=O)([CH3:19])([CH3:18])[CH3:17], predict the reaction product. The product is: [C:16]([O:20][C:21](=[O:29])[NH:22][C:23]([CH3:28])([CH3:27])[CH2:24][CH2:25][NH:1][C:2]1[CH:7]=[CH:6][C:5]([O:8][CH3:9])=[CH:4][C:3]=1[C:10]([CH2:13][CH3:14])([OH:15])[CH2:11][CH3:12])([CH3:19])([CH3:18])[CH3:17].